Predict the product of the given reaction. From a dataset of Forward reaction prediction with 1.9M reactions from USPTO patents (1976-2016). (1) Given the reactants [F:1][C:2]1[CH:3]=[C:4]2[C:8](=[CH:9][CH:10]=1)[NH:7][C:6](=[O:11])[C:5]2=O.O.NN.Cl, predict the reaction product. The product is: [F:1][C:2]1[CH:3]=[C:4]2[C:8](=[CH:9][CH:10]=1)[NH:7][C:6](=[O:11])[CH2:5]2. (2) Given the reactants ClC1[CH:3]=[C:4]([CH:7]=CC=1)[CH:5]=O.[CH3:10][Si:11]([CH3:18])([CH3:17])N[Si:11]([CH3:18])([CH3:17])[CH3:10].C([Li])CCC.C[Si](Cl)(C)C.[CH2:29]([N:31](CC)CC)[CH3:30].C(Cl)(=[O:38])C, predict the reaction product. The product is: [C:4]([CH:3]=[N:31][C:29]([O:38][Si:11]([CH3:18])([CH3:17])[CH3:10])=[CH2:30])([CH3:5])=[CH2:7]. (3) Given the reactants [OH:1][C:2]1[N:6]([C:7]2[CH:12]=[CH:11][CH:10]=[CH:9][CH:8]=2)[N:5]=[C:4]([CH2:13][C:14]([O:16][CH3:17])=[O:15])[CH:3]=1.[C:18]([O:21][C:22](=O)[CH3:23])(=O)[CH3:19].CC(OCC)(OCC)OCC, predict the reaction product. The product is: [CH3:17][O:16][C:14](=[O:15])[CH2:13][C:4]1=[N:5][N:6]([C:7]2[CH:12]=[CH:11][CH:10]=[CH:9][CH:8]=2)[C:2](=[O:1])/[C:3]/1=[C:18](\[O:21][CH2:22][CH3:23])/[CH3:19].